This data is from Catalyst prediction with 721,799 reactions and 888 catalyst types from USPTO. The task is: Predict which catalyst facilitates the given reaction. (1) Reactant: [NH:1]1[C:9]2[C:4](=[N:5][CH:6]=[CH:7][CH:8]=2)[CH:3]=[C:2]1[C:10]([NH2:12])=[O:11].[C:13]1([CH3:28])[CH:18]=[CH:17][C:16]([S:19][S:19][C:16]2[CH:17]=[CH:18][C:13]([CH3:28])=[CH:14][CH:15]=2)=[CH:15][CH:14]=1. Product: [C:13]1([CH3:28])[CH:18]=[CH:17][C:16]([S:19][C:3]2[C:4]3=[N:5][CH:6]=[CH:7][CH:8]=[C:9]3[NH:1][C:2]=2[C:10]([NH2:12])=[O:11])=[CH:15][CH:14]=1. The catalyst class is: 3. (2) Reactant: CC1C(=O)NC(=O)[N:4]([C@@H:10]2O[C@H:13]([CH2:15]O)[C@@H:12](N=[N+]=[N-])[CH2:11]2)C=1.[CH2:29]1[CH2:34][CH2:33][CH:32](N=C=N[CH:29]2[CH2:34][CH2:33][CH2:32][CH2:31][CH2:30]2)[CH2:31][CH2:30]1. Product: [CH2:10]([NH2:4])[CH2:11][CH2:12][CH2:13][CH2:15][CH2:10][CH2:11][CH2:12][CH2:13][CH2:15][CH2:30][CH2:31][CH2:32][CH2:33][CH2:34][CH3:29]. The catalyst class is: 16. (3) Reactant: [CH3:1][N:2]1[CH2:7][CH2:6][N:5]([C:8]2[N:13]3[CH:14]=[C:15]([CH2:17][N:18]4[C@H:31]5[C@H:22]([CH2:23][CH2:24][C:25]6[C:30]5=[N:29][CH:28]=[CH:27][CH:26]=6)[CH2:21][CH2:20][CH2:19]4)[N:16]=[C:12]3[CH:11]=[CH:10][CH:9]=2)[CH2:4][CH2:3]1.[NH:32]1[CH2:36][CH2:35][CH2:34][CH2:33]1.[C:37](O)(=O)C.C=O. Product: [CH3:1][N:2]1[CH2:3][CH2:4][N:5]([C:8]2[N:13]3[C:14]([CH2:37][N:32]4[CH2:36][CH2:35][CH2:34][CH2:33]4)=[C:15]([CH2:17][N:18]4[C@H:31]5[C@H:22]([CH2:23][CH2:24][C:25]6[C:30]5=[N:29][CH:28]=[CH:27][CH:26]=6)[CH2:21][CH2:20][CH2:19]4)[N:16]=[C:12]3[CH:11]=[CH:10][CH:9]=2)[CH2:6][CH2:7]1. The catalyst class is: 6. (4) Reactant: F[C:2]1C(F)=CC(C2C=CC(OCC3CCCNC3)=CC=2)=C(OC)C=1.C(OC(=O)C[C@H](N(C(OCC1C2C=CC=CC=2C2C1=CC=CC=2)=O)C)C(O)=O)(C)(C)C.[C:56]([O:60][C:61](=[O:109])[CH2:62][C@H:63]([N:90]([C:92]([O:94][CH2:95][CH:96]1[C:108]2[CH:107]=[CH:106][CH:105]=[CH:104][C:103]=2[C:102]2[C:97]1=[CH:98][CH:99]=[CH:100][CH:101]=2)=[O:93])[CH3:91])[C:64]([N:66]1[CH2:71][CH2:70][CH2:69][CH:68]([CH2:72][O:73][C:74]2[CH:79]=[CH:78][C:77]([C:80]3[CH:85]=[C:84]([F:86])[C:83]([F:87])=[CH:82][C:81]=3[O:88][CH3:89])=[CH:76][CH:75]=2)[CH2:67]1)=[O:65])([CH3:59])([CH3:58])[CH3:57].N1CCCCC1. Product: [C:56]([O:60][C:61](=[O:109])[CH2:62][C@H:63]([N:90]([C:92]([O:94][CH2:95][CH:96]1[C:108]2[CH:107]=[CH:106][CH:105]=[CH:104][C:103]=2[C:102]2[C:97]1=[CH:98][CH:99]=[CH:100][CH:101]=2)=[O:93])[CH3:91])[C:64]([N:66]1[CH2:71][CH2:70][CH2:69][CH:68]([CH2:72][O:73][C:74]2[CH:75]=[CH:76][C:77]([C:80]3[CH:85]=[C:84]([F:86])[C:83]([F:87])=[CH:82][C:81]=3[O:88][CH3:89])=[CH:78][CH:79]=2)[CH2:67]1)=[O:65])([CH3:59])([CH3:57])[CH3:58].[C:56]([O:60][C:61](=[O:109])[CH2:62][C@H:63]([N:90]([C:92](=[O:93])[CH3:2])[CH3:91])[C:64]([N:66]1[CH2:71][CH2:70][CH2:69][CH:68]([CH2:72][O:73][C:74]2[CH:79]=[CH:78][C:77]([C:80]3[CH:85]=[C:84]([F:86])[C:83]([F:87])=[CH:82][C:81]=3[O:88][CH3:89])=[CH:76][CH:75]=2)[CH2:67]1)=[O:65])([CH3:59])([CH3:57])[CH3:58]. The catalyst class is: 4. (5) Reactant: [CH3:1][O:2][C:3](=[O:15])[CH2:4][C:5]1[C:13]2[C:8](=[CH:9][CH:10]=[CH:11][CH:12]=2)[N:7]([CH3:14])[CH:6]=1.BrC[CH2:18][C:19]1[CH:23]=[C:22]([C:24]2[CH:29]=[CH:28][C:27]([CH3:30])=[CH:26][CH:25]=2)[N:21]([C:31]2[CH:36]=[CH:35][C:34]([O:37][CH3:38])=[CH:33][CH:32]=2)[N:20]=1.[H-].[Na+]. Product: [CH3:38][O:37][C:34]1[CH:33]=[CH:32][C:31]([N:21]2[C:22]([C:24]3[CH:29]=[CH:28][C:27]([CH3:30])=[CH:26][CH:25]=3)=[CH:23][C:19]([CH2:18][CH:4]([C:5]3[C:13]4[C:8](=[CH:9][CH:10]=[CH:11][CH:12]=4)[N:7]([CH3:14])[CH:6]=3)[C:3]([OH:2])=[O:15])=[N:20]2)=[CH:36][CH:35]=1.[CH3:1][O:2][C:3](=[O:15])[CH:4]([C:5]1[C:13]2[C:8](=[CH:9][CH:10]=[CH:11][CH:12]=2)[N:7]([CH3:14])[CH:6]=1)[CH2:18][C:19]1[CH:23]=[C:22]([C:24]2[CH:25]=[CH:26][C:27]([CH3:30])=[CH:28][CH:29]=2)[N:21]([C:31]2[CH:36]=[CH:35][C:34]([O:37][CH3:38])=[CH:33][CH:32]=2)[N:20]=1. The catalyst class is: 3. (6) Reactant: [NH2:1][CH2:2][C:3]1[CH:4]=[C:5]2[C:9](=[CH:10][CH:11]=1)[C:8](=[O:12])[N:7]([CH:13]1[CH2:18][CH2:17][C:16](=[O:19])[NH:15][C:14]1=[O:20])[CH2:6]2.[N:21]([C:24]1[CH:33]=[CH:32][C:27]2[O:28][CH2:29][CH2:30][O:31][C:26]=2[CH:25]=1)=[C:22]=[O:23].C(N(CC)CC)C.Cl. Product: [O:28]1[C:27]2[CH:32]=[CH:33][C:24]([NH:21][C:22]([NH:1][CH2:2][C:3]3[CH:4]=[C:5]4[C:9](=[CH:10][CH:11]=3)[C:8](=[O:12])[N:7]([CH:13]3[CH2:18][CH2:17][C:16](=[O:19])[NH:15][C:14]3=[O:20])[CH2:6]4)=[O:23])=[CH:25][C:26]=2[O:31][CH2:30][CH2:29]1. The catalyst class is: 10. (7) Reactant: [CH2:1]([S:8][C:9]1[CH:10]=[CH:11][C:12]([NH:22][C:23]2[CH:28]=[C:27]([Br:29])[CH:26]=[CH:25][C:24]=2[O:30][CH3:31])=[C:13](/[CH:15]=[CH:16]/[C:17]([O:19]CC)=O)[CH:14]=1)[C:2]1[CH:7]=[CH:6][CH:5]=[CH:4][CH:3]=1.C[O-].[Na+]. Product: [CH2:1]([S:8][C:9]1[CH:14]=[C:13]2[C:12](=[CH:11][CH:10]=1)[N:22]([C:23]1[CH:28]=[C:27]([Br:29])[CH:26]=[CH:25][C:24]=1[O:30][CH3:31])[C:17](=[O:19])[CH:16]=[CH:15]2)[C:2]1[CH:3]=[CH:4][CH:5]=[CH:6][CH:7]=1. The catalyst class is: 5. (8) Reactant: [BH4-].[Na+].[CH2:3]([N:10]1[C@@H:15]2[C@@H:16]([C:18]#[N:19])[CH2:17][C@@:11]1([C:21]1[CH:26]=[CH:25][CH:24]=[CH:23][CH:22]=1)[C:12](=[O:20])[CH2:13][CH2:14]2)[C:4]1[CH:9]=[CH:8][CH:7]=[CH:6][CH:5]=1. Product: [CH2:3]([N:10]1[C@@H:15]2[C@@H:16]([C:18]#[N:19])[CH2:17][C@@:11]1([C:21]1[CH:26]=[CH:25][CH:24]=[CH:23][CH:22]=1)[C@H:12]([OH:20])[CH2:13][CH2:14]2)[C:4]1[CH:5]=[CH:6][CH:7]=[CH:8][CH:9]=1. The catalyst class is: 5.